From a dataset of Full USPTO retrosynthesis dataset with 1.9M reactions from patents (1976-2016). Predict the reactants needed to synthesize the given product. (1) Given the product [CH3:20][C:15]1[CH:16]=[C:17]([CH3:19])[CH:18]=[C:13]([CH3:12])[C:14]=1[S:21]([O-:24])(=[O:23])=[O:22].[CH3:12][N+:3]1[C:4]2[C:9](=[CH:8][CH:7]=[CH:6][CH:5]=2)[CH:10]=[CH:11][C:2]=1[CH3:1], predict the reactants needed to synthesize it. The reactants are: [CH3:1][C:2]1[CH:11]=[CH:10][C:9]2[C:4](=[CH:5][CH:6]=[CH:7][CH:8]=2)[N:3]=1.[CH3:12][C:13]1[CH:18]=[C:17]([CH3:19])[CH:16]=[C:15]([CH3:20])[C:14]=1[S:21]([O:24]C)(=[O:23])=[O:22]. (2) Given the product [Cl:1][C:2]1[CH:3]=[C:4]([C:5](=[O:6])[NH:29][CH2:30][CH:31]([OH:33])[CH3:32])[CH:8]=[CH:9][C:10]=1[N:11]([CH3:28])[C:12]([C:14]1[S:27][C:17]2[C:18]3[CH:26]=[CH:25][CH:24]=[CH:23][C:19]=3[O:20][CH2:21][CH2:22][C:16]=2[CH:15]=1)=[O:13], predict the reactants needed to synthesize it. The reactants are: [Cl:1][C:2]1[CH:3]=[C:4]([CH:8]=[CH:9][C:10]=1[N:11]([CH3:28])[C:12]([C:14]1[S:27][C:17]2[C:18]3[CH:26]=[CH:25][CH:24]=[CH:23][C:19]=3[O:20][CH2:21][CH2:22][C:16]=2[CH:15]=1)=[O:13])[C:5](O)=[O:6].[NH2:29][CH2:30][CH:31]([OH:33])[CH3:32]. (3) The reactants are: Cl[C:2]1[CH:8]=[CH:7][C:5]([NH2:6])=[CH:4][C:3]=1[N+:9]([O-:11])=[O:10].[CH2:12]([O:19][C:20]1[CH:25]=[CH:24][C:23]([OH:26])=[CH:22][CH:21]=1)[C:13]1[CH:18]=[CH:17][CH:16]=[CH:15][CH:14]=1.[OH-].[K+].C(OCC)(=O)C. Given the product [CH2:12]([O:19][C:20]1[CH:21]=[CH:22][C:23]([O:26][C:2]2[CH:8]=[CH:7][C:5]([NH2:6])=[CH:4][C:3]=2[N+:9]([O-:11])=[O:10])=[CH:24][CH:25]=1)[C:13]1[CH:14]=[CH:15][CH:16]=[CH:17][CH:18]=1, predict the reactants needed to synthesize it. (4) Given the product [C:13]([C:5]1[CH:4]=[C:3]([CH:8]=[C:7]([C:9]([CH3:10])([CH3:12])[CH3:11])[N:6]=1)[C:2]([OH:19])=[O:1])([CH3:16])([CH3:15])[CH3:14], predict the reactants needed to synthesize it. The reactants are: [OH:1][CH2:2][C:3]1[CH:8]=[C:7]([C:9]([CH3:12])([CH3:11])[CH3:10])[N:6]=[C:5]([C:13]([CH3:16])([CH3:15])[CH3:14])[CH:4]=1.CC(C)=[O:19]. (5) Given the product [Cl:1][C:2]1[CH:8]=[C:7]([N:16]2[CH:20]=[CH:19][CH:18]=[N:17]2)[CH:6]=[CH:5][C:3]=1[NH2:4], predict the reactants needed to synthesize it. The reactants are: [Cl:1][C:2]1[CH:8]=[C:7](I)[CH:6]=[CH:5][C:3]=1[NH2:4].CNCCNC.[NH:16]1[CH:20]=[CH:19][CH:18]=[N:17]1.C([O-])([O-])=O.[Cs+].[Cs+]. (6) Given the product [CH3:1][O:2][CH2:3][CH2:4][N:5]1[CH:9]=[CH:8][C:7]([NH:10][C:11]([C:13]2[C:18]([NH:19][C:22]3[CH:23]=[N:24][CH:25]=[N:26][CH:27]=3)=[CH:17][CH:16]=[C:15]([CH3:20])[N:14]=2)=[O:12])=[N:6]1, predict the reactants needed to synthesize it. The reactants are: [CH3:1][O:2][CH2:3][CH2:4][N:5]1[CH:9]=[CH:8][C:7]([NH:10][C:11]([C:13]2[C:18]([NH2:19])=[CH:17][CH:16]=[C:15]([CH3:20])[N:14]=2)=[O:12])=[N:6]1.Br[C:22]1[CH:23]=[N:24][CH:25]=[N:26][CH:27]=1. (7) Given the product [Br:22][C:16]1[C:15]2[O:9][C:7]([C:6]3[CH:10]=[CH:11][C:3]([OH:2])=[CH:4][C:5]=3[CH3:12])=[N:13][C:14]=2[CH:19]=[C:18]([OH:20])[CH:17]=1, predict the reactants needed to synthesize it. The reactants are: C[O:2][C:3]1[CH:11]=[CH:10][C:6]([C:7]([OH:9])=O)=[C:5]([CH3:12])[CH:4]=1.[NH2:13][C:14]1[CH:19]=[C:18]([O:20]C)[CH:17]=[C:16]([Br:22])[C:15]=1O. (8) Given the product [F:1][C:2]1[CH:3]=[CH:4][C:5]([CH3:11])=[C:6]([NH:8][C:9]([NH:14][CH2:12][CH3:13])=[S:10])[CH:7]=1, predict the reactants needed to synthesize it. The reactants are: [F:1][C:2]1[CH:3]=[CH:4][C:5]([CH3:11])=[C:6]([N:8]=[C:9]=[S:10])[CH:7]=1.[CH2:12]([NH2:14])[CH3:13]. (9) Given the product [ClH:24].[CH:1]1([NH:4][CH2:5][C@@H:6]2[C@@H:10]([OH:11])[CH2:9][N:8]([C:12]([O:14][CH2:15][C:16]3[CH:17]=[CH:18][CH:19]=[CH:20][CH:21]=3)=[O:13])[CH2:7]2)[CH2:3][CH2:2]1, predict the reactants needed to synthesize it. The reactants are: [CH:1]1([NH:4][CH2:5][C@@H:6]2[C@@H:10]([OH:11])[CH2:9][N:8]([C:12]([O:14][CH2:15][C:16]3[CH:21]=[CH:20][CH:19]=[CH:18][CH:17]=3)=[O:13])[CH2:7]2)[CH2:3][CH2:2]1.CO.[ClH:24].C(OC(C)C)(C)C. (10) Given the product [F:8][C:4]1[CH:3]=[C:2]([C:11]2[S:10][CH:14]=[CH:13][N:12]=2)[CH:7]=[CH:6][N:5]=1, predict the reactants needed to synthesize it. The reactants are: Br[C:2]1[CH:7]=[CH:6][N:5]=[C:4]([F:8])[CH:3]=1.[Br-].[S:10]1[CH:14]=[CH:13][N:12]=[C:11]1[Zn+].C1COCC1.